Task: Regression. Given a peptide amino acid sequence and an MHC pseudo amino acid sequence, predict their binding affinity value. This is MHC class II binding data.. Dataset: Peptide-MHC class II binding affinity with 134,281 pairs from IEDB (1) The peptide sequence is AFKVAATAFNAAPAN. The MHC is DRB1_0401 with pseudo-sequence DRB1_0401. The binding affinity (normalized) is 0.778. (2) The peptide sequence is ALIFILLTAVAPSMT. The binding affinity (normalized) is 0.796. The MHC is DRB1_0802 with pseudo-sequence DRB1_0802. (3) The peptide sequence is TVPLQPPTATISGLK. The MHC is DRB1_0101 with pseudo-sequence DRB1_0101. The binding affinity (normalized) is 0.364. (4) The peptide sequence is IDPFQLGLLVVFLATQEV. The MHC is DRB1_0101 with pseudo-sequence DRB1_0101. The binding affinity (normalized) is 0.378. (5) The peptide sequence is AAVLFAATAAAAAAV. The MHC is DRB1_1201 with pseudo-sequence DRB1_1201. The binding affinity (normalized) is 0.211. (6) The peptide sequence is EGATPEAKYDAYVAT. The MHC is HLA-DPA10301-DPB10402 with pseudo-sequence HLA-DPA10301-DPB10402. The binding affinity (normalized) is 0. (7) The peptide sequence is EDPLFQLVSKLYEVV. The MHC is DRB3_0202 with pseudo-sequence DRB3_0202. The binding affinity (normalized) is 0.264.